Dataset: Peptide-MHC class I binding affinity with 185,985 pairs from IEDB/IMGT. Task: Regression. Given a peptide amino acid sequence and an MHC pseudo amino acid sequence, predict their binding affinity value. This is MHC class I binding data. (1) The peptide sequence is KTFDTEYPK. The MHC is HLA-A31:01 with pseudo-sequence HLA-A31:01. The binding affinity (normalized) is 0.686. (2) The peptide sequence is ANFASQEVK. The MHC is HLA-A31:01 with pseudo-sequence HLA-A31:01. The binding affinity (normalized) is 0.278. (3) The peptide sequence is SFKDQSKYCH. The MHC is HLA-A33:01 with pseudo-sequence HLA-A33:01. The binding affinity (normalized) is 0.162. (4) The peptide sequence is ILRPLGIEY. The MHC is HLA-A31:01 with pseudo-sequence HLA-A31:01. The binding affinity (normalized) is 0.0847. (5) The peptide sequence is MQRSGMLSL. The MHC is HLA-B08:01 with pseudo-sequence HLA-B08:01. The binding affinity (normalized) is 0.511. (6) The MHC is Mamu-B08 with pseudo-sequence Mamu-B08. The peptide sequence is QRLSATLQRIR. The binding affinity (normalized) is 0.212.